This data is from Catalyst prediction with 721,799 reactions and 888 catalyst types from USPTO. The task is: Predict which catalyst facilitates the given reaction. (1) Reactant: Cl[C:2]1[N:7]=[CH:6][N:5]=[C:4]([NH:8][C:9]2[CH:14]=[CH:13][C:12]([N:15]3[CH2:20][CH2:19][O:18][CH2:17][CH2:16]3)=[CH:11][CH:10]=2)[CH:3]=1.[CH2:21]([CH2:23][NH2:24])[OH:22].CCN(C(C)C)C(C)C. Product: [O:18]1[CH2:19][CH2:20][N:15]([C:12]2[CH:13]=[CH:14][C:9]([NH:8][C:4]3[N:5]=[CH:6][N:7]=[C:2]([NH:24][CH2:23][CH2:21][OH:22])[CH:3]=3)=[CH:10][CH:11]=2)[CH2:16][CH2:17]1. The catalyst class is: 114. (2) Reactant: N1CCCCC1.C1C2C(COC([NH:24][C@H:25]([C:27]3[N:36]([N:37]4[CH2:44][C:41]5([CH2:43][CH2:42]5)[N:40]([C:45]([O:47][C:48]([CH3:51])([CH3:50])[CH3:49])=[O:46])[CH2:39][CH2:38]4)[C:35](=[O:52])[C:34]4[C:29](=[CH:30][CH:31]=[CH:32][C:33]=4[Cl:53])[N:28]=3)[CH3:26])=O)C3C(=CC=CC=3)C=2C=CC=1.CCOC(C)=O. Product: [NH2:24][C@H:25]([C:27]1[N:36]([N:37]2[CH2:44][C:41]3([CH2:43][CH2:42]3)[N:40]([C:45]([O:47][C:48]([CH3:50])([CH3:49])[CH3:51])=[O:46])[CH2:39][CH2:38]2)[C:35](=[O:52])[C:34]2[C:29](=[CH:30][CH:31]=[CH:32][C:33]=2[Cl:53])[N:28]=1)[CH3:26]. The catalyst class is: 9. (3) Reactant: [F:1][C:2]1[CH:3]=[C:4]([CH3:29])[C:5]([O:27][CH3:28])=[C:6]([CH:8]([C:10]2[C:11]([S:23]([CH3:26])(=[O:25])=[O:24])=[C:12]([NH2:22])[CH:13]=[C:14]([N:16]3[CH2:21][CH2:20][NH:19][CH2:18][CH2:17]3)[CH:15]=2)[CH3:9])[CH:7]=1.C(=O)=O.CO.[ClH:35]. Product: [ClH:35].[F:1][C:2]1[CH:3]=[C:4]([CH3:29])[C:5]([O:27][CH3:28])=[C:6]([CH:8]([C:10]2[C:11]([S:23]([CH3:26])(=[O:25])=[O:24])=[C:12]([NH2:22])[CH:13]=[C:14]([N:16]3[CH2:21][CH2:20][NH:19][CH2:18][CH2:17]3)[CH:15]=2)[CH3:9])[CH:7]=1. The catalyst class is: 4. (4) Reactant: C(N(CC)CC)C.Cl[C:9]1[C:18]2[C:13](=[CH:14][CH:15]=[CH:16][N:17]=2)[N:12]=[CH:11][C:10]=1[N+:19]([O-:21])=[O:20].[CH2:22]([O:24][CH:25]([O:30][CH2:31][CH3:32])[CH2:26][CH2:27][CH2:28][NH2:29])[CH3:23]. Product: [CH2:31]([O:30][CH:25]([O:24][CH2:22][CH3:23])[CH2:26][CH2:27][CH2:28][NH:29][C:9]1[C:18]2[C:13](=[CH:14][CH:15]=[CH:16][N:17]=2)[N:12]=[CH:11][C:10]=1[N+:19]([O-:21])=[O:20])[CH3:32]. The catalyst class is: 503.